Regression. Given a peptide amino acid sequence and an MHC pseudo amino acid sequence, predict their binding affinity value. This is MHC class I binding data. From a dataset of Peptide-MHC class I binding affinity with 185,985 pairs from IEDB/IMGT. (1) The peptide sequence is VLCSSSPTI. The MHC is HLA-A23:01 with pseudo-sequence HLA-A23:01. The binding affinity (normalized) is 0.434. (2) The peptide sequence is SAYYLDIGF. The MHC is HLA-C04:01 with pseudo-sequence HLA-C04:01. The binding affinity (normalized) is 0.213. (3) The peptide sequence is SYINRTGTF. The MHC is HLA-B39:01 with pseudo-sequence HLA-B39:01. The binding affinity (normalized) is 0.0847. (4) The peptide sequence is ATPYDINQML. The MHC is HLA-B08:01 with pseudo-sequence HLA-B08:01. The binding affinity (normalized) is 0.